Dataset: Forward reaction prediction with 1.9M reactions from USPTO patents (1976-2016). Task: Predict the product of the given reaction. (1) Given the reactants [F:1][C:2]([F:15])([F:14])[O:3][C:4]1[CH:13]=[CH:12][C:7]2[N:8]=[C:9]([NH2:11])[S:10][C:6]=2[CH:5]=1.[F:16][C:17]1[CH:22]=[CH:21][C:20]([N:23]=[C:24]=[S:25])=[CH:19][CH:18]=1, predict the reaction product. The product is: [F:16][C:17]1[CH:22]=[CH:21][C:20]([NH:23][C:24]([NH:11][C:9]2[S:10][C:6]3[CH:5]=[C:4]([O:3][C:2]([F:1])([F:14])[F:15])[CH:13]=[CH:12][C:7]=3[N:8]=2)=[S:25])=[CH:19][CH:18]=1. (2) Given the reactants I[C:2]1[CH:7]=[CH:6][C:5]([N:8]2[C:12]3[N:13]=[C:14]([NH:17][C@@H:18]4[CH2:22][CH2:21][C@@H:20]([C:23]([NH2:25])=[O:24])[CH2:19]4)[N:15]=[CH:16][C:11]=3[N:10]=[N:9]2)=[CH:4][CH:3]=1.[CH2:26]([O:28][CH2:29][CH2:30][N:31]1[CH:35]=[C:34](B2OC(C)(C)C(C)(C)O2)[CH:33]=[N:32]1)[CH3:27].O.C(=O)([O-])[O-].[K+].[K+], predict the reaction product. The product is: [CH2:26]([O:28][CH2:29][CH2:30][N:31]1[CH:35]=[C:34]([C:2]2[CH:7]=[CH:6][C:5]([N:8]3[C:12]4[N:13]=[C:14]([NH:17][C@@H:18]5[CH2:22][CH2:21][C@@H:20]([C:23]([NH2:25])=[O:24])[CH2:19]5)[N:15]=[CH:16][C:11]=4[N:10]=[N:9]3)=[CH:4][CH:3]=2)[CH:33]=[N:32]1)[CH3:27]. (3) Given the reactants C([Si]([O:8]/[C:9](/[C:12]1[CH:17]=[CH:16][CH:15]=[C:14]([N+:18]([O-:20])=[O:19])[CH:13]=1)=[CH:10]\[CH3:11])(C)C)(C)(C)C.CC[C@@H]1[C@@H]2C[C@H]([C@@H](OC3C4C(=CC=CC=4)C(O[C@@H](C4C=CN=C5C=4C=C(OC)C=C5)[C@@H]4N5C[C@H](CC)[C@@H](CC5)C4)=NN=3)C3C=CN=C4C=3C=C([O:42]C)C=C4)N(CC2)C1.CS(N)(=O)=O, predict the reaction product. The product is: [N+:18]([C:14]1[CH:13]=[C:12]([C:9](=[O:8])[C@H:10]([OH:42])[CH3:11])[CH:17]=[CH:16][CH:15]=1)([O-:20])=[O:19]. (4) Given the reactants [CH:1]([N:4]1[C:12]2[C:7](=[CH:8][CH:9]=[C:10]([CH2:13][OH:14])[CH:11]=2)[CH:6]=[CH:5]1)([CH3:3])[CH3:2], predict the reaction product. The product is: [CH:1]([N:4]1[C:12]2[C:7](=[CH:8][CH:9]=[C:10]([CH:13]=[O:14])[CH:11]=2)[CH:6]=[CH:5]1)([CH3:3])[CH3:2]. (5) Given the reactants Br[CH2:2][CH2:3][CH2:4][CH2:5][CH2:6][CH2:7][CH2:8][CH2:9][OH:10].[N-:11]=[N+:12]=[N-:13].[Na+], predict the reaction product. The product is: [N:11]([CH2:2][CH2:3][CH2:4][CH2:5][CH2:6][CH2:7][CH2:8][CH2:9][OH:10])=[N+:12]=[N-:13]. (6) Given the reactants C(O[C:6]([NH:8][C@H:9]([C:11]1[C:20]([C:21]([OH:23])=[O:22])=[CH:19][C:18]2[C:13](=[CH:14][CH:15]=[C:16]([F:24])[CH:17]=2)[N:12]=1)[CH3:10])=O)(C)(C)C.[NH2:25][C:26]1[C:31]([C:32]#[N:33])=C(Cl)[N:29]=[CH:28][N:27]=1, predict the reaction product. The product is: [NH2:25][C:26]1[N:27]=[CH:28][N:29]=[C:6]([NH:8][C@H:9]([C:11]2[C:20]([C:21]([OH:23])=[O:22])=[CH:19][C:18]3[C:13](=[CH:14][CH:15]=[C:16]([F:24])[CH:17]=3)[N:12]=2)[CH3:10])[C:31]=1[C:32]#[N:33]. (7) Given the reactants [NH:1]1[C:9]2[CH2:8][CH2:7][CH2:6][C:5](=[O:10])[C:4]=2[CH:3]=[CH:2]1.[OH-].[Na+].Cl[CH2:14][CH2:15][N:16]1[CH2:21][CH2:20][N:19]([C:22]2[CH:27]=[CH:26][CH:25]=[C:24]([Cl:28])[CH:23]=2)[CH2:18][CH2:17]1.C(OCC)(=O)C.ClCCl, predict the reaction product. The product is: [Cl:28][C:24]1[CH:23]=[C:22]([N:19]2[CH2:18][CH2:17][N:16]([CH2:15][CH2:14][N:1]3[C:9]4[CH2:8][CH2:7][CH2:6][C:5](=[O:10])[C:4]=4[CH:3]=[CH:2]3)[CH2:21][CH2:20]2)[CH:27]=[CH:26][CH:25]=1. (8) Given the reactants Cl.[NH2:2][C:3]1[C:12]2[C:7](=[CH:8][CH:9]=[CH:10][CH:11]=2)[C:6]([OH:13])=[CH:5][CH:4]=1.[C:14]([O:18][C:19](O[C:19]([O:18][C:14]([CH3:17])([CH3:16])[CH3:15])=[O:20])=[O:20])([CH3:17])([CH3:16])[CH3:15], predict the reaction product. The product is: [OH:13][C:6]1[C:7]2[C:12](=[CH:11][CH:10]=[CH:9][CH:8]=2)[C:3]([NH:2][C:19](=[O:20])[O:18][C:14]([CH3:17])([CH3:16])[CH3:15])=[CH:4][CH:5]=1. (9) Given the reactants [F:1][C:2]1[CH:21]=[CH:20][CH:19]=[C:18]([F:22])[C:3]=1[CH2:4][CH:5]1[CH2:10][CH:9]([C:11]([OH:13])=O)[CH2:8][CH2:7][N:6]1[C:14]([O:16][CH3:17])=[O:15].N1(C(N2C=CN=C2)=O)C=CN=C1.[CH2:35]([O:37][C:38](=[O:43])[CH2:39][C:40]([O-:42])=O)[CH3:36].[K+].Cl, predict the reaction product. The product is: [F:22][C:18]1[CH:19]=[CH:20][CH:21]=[C:2]([F:1])[C:3]=1[CH2:4][C@H:5]1[CH2:10][C@H:9]([C:11](=[O:13])[CH2:39][C:38]([O:37][CH2:35][CH3:36])=[O:43])[CH2:8][CH2:7][N:6]1[C:14]([O:16][CH3:17])=[O:15].[F:1][C:2]1[CH:21]=[CH:20][CH:19]=[C:18]([F:22])[C:3]=1[CH2:4][C@H:5]1[CH2:10][C@@H:9]([C:40](=[O:42])[CH2:39][C:38]([O:37][CH2:35][CH3:36])=[O:43])[CH2:8][CH2:7][N:6]1[C:14]([O:16][CH3:17])=[O:15]. (10) Given the reactants [Cl:1][C:2]1[CH:7]=[C:6](I)[CH:5]=[CH:4][N:3]=1.[Cl:9][C:10]1[C:15]([OH:16])=[CH:14][CH:13]=[CH:12][N:11]=1.C([O-])([O-])=O.[Cs+].[Cs+], predict the reaction product. The product is: [Cl:1][C:2]1[CH:7]=[C:6]([O:16][C:15]2[C:10]([Cl:9])=[N:11][CH:12]=[CH:13][CH:14]=2)[CH:5]=[CH:4][N:3]=1.